Dataset: M1 muscarinic receptor antagonist screen with 61,756 compounds. Task: Binary Classification. Given a drug SMILES string, predict its activity (active/inactive) in a high-throughput screening assay against a specified biological target. (1) The compound is S(=O)(=O)(CCC(=O)NC1CCN(CC1)C(OCC)=O)c1cc2CCN(c2cc1)C(=O)CC. The result is 0 (inactive). (2) The compound is S(=O)(=O)(N1CC(CCC1)C(=O)Nc1cc(F)c(cc1)C)c1c(onc1C)C. The result is 0 (inactive). (3) The drug is O=C(NC1CCCC1)Cn1nc2CCC(Cc2c1)C. The result is 0 (inactive). (4) The molecule is O1C(C(=O)N(CC(=O)NCCCN2C(CCCC2)C)c2c1cccc2)CC. The result is 0 (inactive). (5) The compound is O=C(NCCN(C)C)c1c(c2ccccc2)cccc1. The result is 0 (inactive). (6) The drug is O=c1n(C\C=C\c2ccccc2)cnc2n(nnc12)Cc1ccccc1. The result is 0 (inactive). (7) The molecule is s1c2CC(CCc2c2c1n1c(n(c2=O)c2ccccc2)nnc1C)C. The result is 0 (inactive). (8) The molecule is S(=O)(=O)(N1CCOCC1)c1c(OC)ccc(c1)C(=O)NCc1cccnc1. The result is 0 (inactive). (9) The drug is s1c(c2oc(=O)c3c(n2)cc(OC)c(OC)c3)ccc1. The result is 0 (inactive).